From a dataset of Catalyst prediction with 721,799 reactions and 888 catalyst types from USPTO. Predict which catalyst facilitates the given reaction. Reactant: Cl[C:2]1[CH:7]=[C:6]([Cl:8])[N:5]=[CH:4][N:3]=1.[CH3:9][O:10][C:11]1[CH:18]=[CH:17][C:14]([CH2:15][NH2:16])=[CH:13][CH:12]=1.CCN(C(C)C)C(C)C. Product: [CH3:9][O:10][C:11]1[CH:18]=[CH:17][C:14]([CH2:15][NH:16][C:2]2[CH:7]=[C:6]([Cl:8])[N:5]=[CH:4][N:3]=2)=[CH:13][CH:12]=1. The catalyst class is: 114.